The task is: Regression. Given a peptide amino acid sequence and an MHC pseudo amino acid sequence, predict their binding affinity value. This is MHC class I binding data.. This data is from Peptide-MHC class I binding affinity with 185,985 pairs from IEDB/IMGT. (1) The peptide sequence is NIVTFINDYA. The MHC is HLA-A02:01 with pseudo-sequence HLA-A02:01. The binding affinity (normalized) is 0.379. (2) The peptide sequence is SESDLEFSW. The MHC is HLA-B45:01 with pseudo-sequence HLA-B45:01. The binding affinity (normalized) is 0.315. (3) The peptide sequence is SAVTDRETDV. The MHC is HLA-A02:01 with pseudo-sequence HLA-A02:01. The binding affinity (normalized) is 0.